Task: Predict the product of the given reaction.. Dataset: Forward reaction prediction with 1.9M reactions from USPTO patents (1976-2016) (1) Given the reactants Cl.[Cl:2][C:3]1[CH:4]=[C:5]([CH:18]=[CH:19][C:20]=1[F:21])[NH:6][C:7]1[C:16]2[C:11](=[CH:12][CH:13]=[CH:14][C:15]=2F)[N:10]=[CH:9][N:8]=1.[OH:22][CH:23]1[CH2:28][CH2:27][N:26]([CH3:29])[CH2:25][CH2:24]1, predict the reaction product. The product is: [Cl:2][C:3]1[CH:4]=[C:5]([CH:18]=[CH:19][C:20]=1[F:21])[NH:6][C:7]1[C:16]2[C:11](=[CH:12][CH:13]=[CH:14][C:15]=2[O:22][CH:23]2[CH2:28][CH2:27][N:26]([CH3:29])[CH2:25][CH2:24]2)[N:10]=[CH:9][N:8]=1. (2) Given the reactants [N:1]1[C:2]([C:10]([OH:12])=O)=[CH:3][N:4]2[CH:9]=[CH:8][CH:7]=[N:6][C:5]=12.[N:13]1[C:22]2[C:17](=[CH:18][CH:19]=[CH:20][CH:21]=2)[CH:16]=[CH:15][C:14]=1[N:23]1[CH2:28][CH2:27][N:26]([CH2:29][CH2:30][CH2:31][CH2:32][NH2:33])[CH2:25][CH2:24]1, predict the reaction product. The product is: [N:13]1[C:22]2[C:17](=[CH:18][CH:19]=[CH:20][CH:21]=2)[CH:16]=[CH:15][C:14]=1[N:23]1[CH2:24][CH2:25][N:26]([CH2:29][CH2:30][CH2:31][CH2:32][NH:33][C:10]([C:2]2[N:1]=[C:5]3[N:6]=[CH:7][CH:8]=[CH:9][N:4]3[CH:3]=2)=[O:12])[CH2:27][CH2:28]1.